Task: Predict the reaction yield, written as a fraction of the theoretical maximum amount of product (1.0 means a 100% yield; for example, 0.34 means a 34% yield).. Dataset: Reaction yield outcomes from USPTO patents with 853,638 reactions (1) The reactants are [F:1][C:2]1[CH:3]=[C:4]([CH:7]=[CH:8][CH:9]=1)[CH:5]=O.[CH3:10][C:11]([CH3:13])=[O:12].[OH-].[Na+].O. The catalyst is C(O)C. The product is [F:1][C:2]1[CH:3]=[C:4]([CH:5]=[CH:10][C:11](=[O:12])[CH:13]=[CH:5][C:4]2[CH:7]=[CH:8][CH:9]=[C:2]([F:1])[CH:3]=2)[CH:7]=[CH:8][CH:9]=1. The yield is 0.420. (2) The reactants are [CH3:1][C:2]1([CH3:10])[CH2:7][CH2:6][CH2:5][C:4]([CH:8]=[O:9])=[CH:3]1.[CH3:11][C:12]([Mg]Br)=[CH:13][CH3:14]. The product is [CH3:1][C:2]1([CH3:10])[CH2:7][CH2:6][CH2:5][C:4]([CH:8]([OH:9])[C:12]([CH3:11])=[CH:13][CH3:14])=[CH:3]1. The catalyst is O1CCCC1. The yield is 0.600.